This data is from Full USPTO retrosynthesis dataset with 1.9M reactions from patents (1976-2016). The task is: Predict the reactants needed to synthesize the given product. Given the product [CH2:1]([O:3][C:4]([N:6]1[C:15]2[C:10](=[N:11][C:12]([O:16][CH3:17])=[CH:13][CH:14]=2)[C@@H:9]([NH:18][C:19]2[N:24]=[C:23]([CH2:25][C:26]3[CH:31]=[C:30]([C:32]([F:35])([F:34])[F:33])[CH:29]=[C:28]([C:36]([F:39])([F:38])[F:37])[CH:27]=3)[C:22]([CH2:40][Br:64])=[CH:21][N:20]=2)[CH2:8][C@H:7]1[CH2:42][CH3:43])=[O:5])[CH3:2], predict the reactants needed to synthesize it. The reactants are: [CH2:1]([O:3][C:4]([N:6]1[C:15]2[C:10](=[N:11][C:12]([O:16][CH3:17])=[CH:13][CH:14]=2)[C@@H:9]([NH:18][C:19]2[N:24]=[C:23]([CH2:25][C:26]3[CH:31]=[C:30]([C:32]([F:35])([F:34])[F:33])[CH:29]=[C:28]([C:36]([F:39])([F:38])[F:37])[CH:27]=3)[C:22]([CH2:40]O)=[CH:21][N:20]=2)[CH2:8][C@H:7]1[CH2:42][CH3:43])=[O:5])[CH3:2].C1(P(C2C=CC=CC=2)C2C=CC=CC=2)C=CC=CC=1.C(Br)(Br)(Br)[Br:64].C(=O)([O-])O.[Na+].